From a dataset of CYP1A2 inhibition data for predicting drug metabolism from PubChem BioAssay. Regression/Classification. Given a drug SMILES string, predict its absorption, distribution, metabolism, or excretion properties. Task type varies by dataset: regression for continuous measurements (e.g., permeability, clearance, half-life) or binary classification for categorical outcomes (e.g., BBB penetration, CYP inhibition). Dataset: cyp1a2_veith. (1) The compound is COc1ccc2c(C=Nc3c(C)n(C)n(-c4ccccc4)c3=O)c(O)n(Cc3ccco3)c(=O)c2c1. The result is 0 (non-inhibitor). (2) The molecule is CO[C@@H]1COC(=O)[C@H](C)NC(=O)C/C=C\[C@@H](C)[C@@H](NS(=O)(=O)c2ccc(C)cc2)COC(=O)C/C=C\[C@@H]1C. The result is 0 (non-inhibitor). (3) The drug is COCCOC(=O)C1=C(C)NC(C)=C(C(=O)OC(C)C)[C@@H]1c1cccc([N+](=O)[O-])c1. The result is 1 (inhibitor). (4) The molecule is COCCn1c(=O)c(-c2cn(C)c3ccccc23)nc2cncnc21. The result is 1 (inhibitor). (5) The compound is COc1ccc(-c2nnc3n2N=C(C)CS3)cc1. The result is 1 (inhibitor). (6) The drug is c1cc(CN2CCC3(CCNCC3)CC2)ccn1. The result is 0 (non-inhibitor). (7) The compound is O=C(c1cc(C(F)(F)F)cc(C(F)(F)F)c1)N1CCC[C@@]2(CCN(c3ncccn3)C2)C1. The result is 0 (non-inhibitor). (8) The molecule is OCCN1CCOCCOCCN(CCO)CCN(CCO)CC1. The result is 0 (non-inhibitor).